This data is from Peptide-MHC class I binding affinity with 185,985 pairs from IEDB/IMGT. The task is: Regression. Given a peptide amino acid sequence and an MHC pseudo amino acid sequence, predict their binding affinity value. This is MHC class I binding data. (1) The peptide sequence is RLTGREGAV. The MHC is HLA-A31:01 with pseudo-sequence HLA-A31:01. The binding affinity (normalized) is 0.0847. (2) The peptide sequence is QLAFTYCQV. The MHC is HLA-A02:06 with pseudo-sequence HLA-A02:06. The binding affinity (normalized) is 0.936. (3) The peptide sequence is LSDLCNFLV. The MHC is HLA-A02:03 with pseudo-sequence HLA-A02:03. The binding affinity (normalized) is 0.0847. (4) The peptide sequence is LLKWKKTDY. The MHC is HLA-A02:03 with pseudo-sequence HLA-A02:03. The binding affinity (normalized) is 0.0847. (5) The peptide sequence is LMAEDLANV. The MHC is HLA-A24:03 with pseudo-sequence HLA-A24:03. The binding affinity (normalized) is 0.137.